Task: Predict which catalyst facilitates the given reaction.. Dataset: Catalyst prediction with 721,799 reactions and 888 catalyst types from USPTO (1) Reactant: [CH3:1][C:2]1[N:7]=[N:6][C:5]([C:8]2[CH:22]=[CH:21][C:11]([CH2:12][NH:13]C(=O)OC(C)(C)C)=[CH:10][CH:9]=2)=[N:4][N:3]=1.[C:23]([OH:29])([C:25]([F:28])([F:27])[F:26])=[O:24]. Product: [OH:29][C:23]([C:25]([F:28])([F:27])[F:26])=[O:24].[CH3:1][C:2]1[N:3]=[N:4][C:5]([C:8]2[CH:22]=[CH:21][C:11]([CH2:12][NH2:13])=[CH:10][CH:9]=2)=[N:6][N:7]=1. The catalyst class is: 2. (2) Reactant: O1B([C@@H](NC(=O)[C@@H](NC(C2C=NC=CN=2)=O)CC2C=CC=CC=2)CC(C)C)[O:5][B:4]([C@@H:32]([NH:37][C:38](=[O:56])[C@@H:39]([NH:47][C:48]([C:50]2[CH:55]=[N:54][CH:53]=[CH:52][N:51]=2)=[O:49])[CH2:40][C:41]2[CH:46]=[CH:45][CH:44]=[CH:43][CH:42]=2)[CH2:33][CH:34]([CH3:36])[CH3:35])[O:3]B1[C@@H](NC(=O)[C@@H](NC(C1C=NC=CN=1)=O)CC1C=CC=CC=1)CC(C)C.[C:82](O)(=[O:90])[C@H:83]([C@@H:85]([C:87]([OH:89])=[O:88])[OH:86])O.CCCCCCC. Product: [OH:86][C@@H:85]([C@H:83]1[C:82](=[O:90])[O:3][B:4]([C@@H:32]([NH:37][C:38](=[O:56])[C@@H:39]([NH:47][C:48]([C:50]2[CH:55]=[N:54][CH:53]=[CH:52][N:51]=2)=[O:49])[CH2:40][C:41]2[CH:46]=[CH:45][CH:44]=[CH:43][CH:42]=2)[CH2:33][CH:34]([CH3:35])[CH3:36])[O:5]1)[C:87]([OH:89])=[O:88]. The catalyst class is: 21. (3) The catalyst class is: 11. Reactant: Cl.[C:2]([NH:6][OH:7])([CH3:5])([CH3:4])[CH3:3].[Br:8][C:9]1[CH:16]=[CH:15][C:12]([CH:13]=O)=[CH:11][CH:10]=1.CCN(CC)CC.[O-]S([O-])(=O)=O.[Mg+2]. Product: [C:2]([N+:6]([O-:7])=[CH:13][C:12]1[CH:15]=[CH:16][C:9]([Br:8])=[CH:10][CH:11]=1)([CH3:5])([CH3:4])[CH3:3]. (4) Reactant: [NH2:1][C:2]1[N:9]=[C:8]([C:10]2[CH:15]=[CH:14][CH:13]=[CH:12][CH:11]=2)[CH:7]=[C:6]([C:16]2[CH:21]=[CH:20][C:19]([Cl:22])=[CH:18][C:17]=2[Cl:23])[C:3]=1[C:4]#[N:5].[H-].[H-].[H-].[H-].[Li+].[Al+3].O.C(OCC)(=O)C. Product: [NH2:5][CH2:4][C:3]1[C:2]([NH2:1])=[N:9][C:8]([C:10]2[CH:15]=[CH:14][CH:13]=[CH:12][CH:11]=2)=[CH:7][C:6]=1[C:16]1[CH:21]=[CH:20][C:19]([Cl:22])=[CH:18][C:17]=1[Cl:23]. The catalyst class is: 1. (5) Reactant: [NH2:1][CH2:2][C:3]1([CH2:19][CH3:20])[CH2:18][CH2:17][CH2:16][C:5]2([O:9][C:8](=[O:10])[N:7]([CH2:11][C:12]([CH3:15])([CH3:14])[CH3:13])[CH2:6]2)[CH2:4]1.F[C:22]1[CH:23]=[C:24]([CH:27]=[CH:28][C:29]=1[N+:30]([O-:32])=[O:31])[C:25]#[N:26].C(=O)([O-])[O-].[K+].[K+]. Product: [CH2:19]([C:3]1([CH2:2][NH:1][C:28]2[CH:27]=[C:24]([CH:23]=[CH:22][C:29]=2[N+:30]([O-:32])=[O:31])[C:25]#[N:26])[CH2:18][CH2:17][CH2:16][C:5]2([O:9][C:8](=[O:10])[N:7]([CH2:11][C:12]([CH3:14])([CH3:15])[CH3:13])[CH2:6]2)[CH2:4]1)[CH3:20]. The catalyst class is: 23.